From a dataset of Full USPTO retrosynthesis dataset with 1.9M reactions from patents (1976-2016). Predict the reactants needed to synthesize the given product. (1) Given the product [Cl:12][C:13]1[CH:14]=[C:15]([NH:16][C:2]2[C:11]3[C:6](=[CH:7][CH:8]=[CH:9][CH:10]=3)[CH:5]=[CH:4][N:3]=2)[CH:17]=[CH:18][CH:19]=1, predict the reactants needed to synthesize it. The reactants are: Cl[C:2]1[C:11]2[C:6](=[CH:7][CH:8]=[CH:9][CH:10]=2)[CH:5]=[CH:4][N:3]=1.[Cl:12][C:13]1[CH:14]=[C:15]([CH:17]=[CH:18][CH:19]=1)[NH2:16]. (2) Given the product [CH3:14][N:13]([CH3:15])[CH2:12][C:11]([N:7]1[C:8]2[C:4](=[CH:3][C:2]([B:22]3[O:26][C:25]([CH3:28])([CH3:27])[C:24]([CH3:30])([CH3:29])[O:23]3)=[CH:10][CH:9]=2)[CH2:5][CH2:6]1)=[O:16], predict the reactants needed to synthesize it. The reactants are: Br[C:2]1[CH:3]=[C:4]2[C:8](=[CH:9][CH:10]=1)[N:7]([C:11](=[O:16])[CH2:12][N:13]([CH3:15])[CH3:14])[CH2:6][CH2:5]2.C([O-])(=O)C.[K+].[B:22]1([B:22]2[O:26][C:25]([CH3:28])([CH3:27])[C:24]([CH3:30])([CH3:29])[O:23]2)[O:26][C:25]([CH3:28])([CH3:27])[C:24]([CH3:30])([CH3:29])[O:23]1.ClCCl. (3) Given the product [ClH:1].[Cl:1][C:2]1[CH:7]=[CH:6][C:5]([S:8]([C:11]2[CH:12]=[CH:13][C:14]3[O:23][C:22]4[CH2:21][CH2:20][NH:19][CH2:18][C:17]=4[C:15]=3[CH:16]=2)(=[O:9])=[O:10])=[CH:4][CH:3]=1, predict the reactants needed to synthesize it. The reactants are: [Cl:1][C:2]1[CH:7]=[CH:6][C:5]([S:8]([C:11]2[CH:12]=[CH:13][C:14]3[O:23][C:22]4[CH2:21][CH2:20][N:19](C(OC(C)(C)C)=O)[CH2:18][C:17]=4[C:15]=3[CH:16]=2)(=[O:10])=[O:9])=[CH:4][CH:3]=1.Cl. (4) Given the product [CH2:16]([O:18][C:19](=[O:28])[C:20]1[CH:25]=[C:24]([OH:26])[CH:23]=[C:22]([O:27][C:8]2[CH:15]=[CH:14][C:11]([C:12]#[N:13])=[CH:10][CH:9]=2)[CH:21]=1)[CH3:17], predict the reactants needed to synthesize it. The reactants are: C(=O)([O-])[O-].[K+].[K+].F[C:8]1[CH:15]=[CH:14][C:11]([C:12]#[N:13])=[CH:10][CH:9]=1.[CH2:16]([O:18][C:19](=[O:28])[C:20]1[CH:25]=[C:24]([OH:26])[CH:23]=[C:22]([OH:27])[CH:21]=1)[CH3:17]. (5) The reactants are: [Cl:1][C:2]1[CH:3]=[CH:4][C:5]([N+:12]([O-:14])=[O:13])=[C:6]2[C:11]=1[CH2:10][NH:9][CH2:8][CH2:7]2.[OH-].[Na+].[CH3:17][C:18]([O:21][C:22](O[C:22]([O:21][C:18]([CH3:20])([CH3:19])[CH3:17])=[O:23])=[O:23])([CH3:20])[CH3:19].O. Given the product [Cl:1][C:2]1[CH:3]=[CH:4][C:5]([N+:12]([O-:14])=[O:13])=[C:6]2[C:11]=1[CH2:10][N:9]([C:22]([O:21][C:18]([CH3:20])([CH3:19])[CH3:17])=[O:23])[CH2:8][CH2:7]2, predict the reactants needed to synthesize it.